From a dataset of Retrosynthesis with 50K atom-mapped reactions and 10 reaction types from USPTO. Predict the reactants needed to synthesize the given product. (1) Given the product Cc1cc(-c2cc(C)c(Br)c(C)c2)ccn1, predict the reactants needed to synthesize it. The reactants are: Cc1cc(B2OC(C)(C)C(C)(C)O2)ccn1.Cc1cc(I)cc(C)c1Br. (2) Given the product O=Cc1cncc(Br)c1, predict the reactants needed to synthesize it. The reactants are: O=C(O)c1cncc(Br)c1. (3) Given the product Cc1cccc(-c2ccc(CN3CCN(C(=O)OC(C)(C)C)CC3)c(C)c2)c1, predict the reactants needed to synthesize it. The reactants are: Cc1cc(Br)ccc1CN1CCN(C(=O)OC(C)(C)C)CC1.Cc1cccc(B(O)O)c1. (4) The reactants are: COc1ccc(CN(c2nc(Nc3cc(C#N)cc(N4CCC(N(C)C5CC(=O)N(C)C5)CC4)c3Cl)nn3c(C#N)cnc23)C2CC2)cc1. Given the product CN1CC(N(C)C2CCN(c3cc(C#N)cc(Nc4nc(NC5CC5)c5ncc(C#N)n5n4)c3Cl)CC2)CC1=O, predict the reactants needed to synthesize it.